Dataset: Forward reaction prediction with 1.9M reactions from USPTO patents (1976-2016). Task: Predict the product of the given reaction. (1) Given the reactants [O:1]1[C:5]2[CH:6]=[CH:7][CH:8]=[CH:9][C:4]=2[CH:3]=[C:2]1B(O)O.C(=O)([O-])[O-].[Na+].[Na+].[C:19]([NH:27][C:28]1[CH:37]=[C:36](Br)[CH:35]=[CH:34][C:29]=1[C:30]([O:32]C)=[O:31])(=[O:26])[C:20]1[CH:25]=[CH:24][CH:23]=[CH:22][CH:21]=1, predict the reaction product. The product is: [C:19]([NH:27][C:28]1[CH:37]=[C:36]([C:2]2[O:1][C:5]3[CH:6]=[CH:7][CH:8]=[CH:9][C:4]=3[CH:3]=2)[CH:35]=[CH:34][C:29]=1[C:30]([OH:32])=[O:31])(=[O:26])[C:20]1[CH:21]=[CH:22][CH:23]=[CH:24][CH:25]=1. (2) Given the reactants [C:1]([O:9][CH2:10][CH3:11])(=[O:8])[CH2:2][C:3]([O:5][CH2:6][CH3:7])=[O:4].[H-].[Na+].[Br:14][C:15]1[CH:20]=[CH:19][CH:18]=[C:17]([Cl:21])[C:16]=1[CH2:22]Br.[NH4+].[Cl-], predict the reaction product. The product is: [Br:14][C:15]1[CH:20]=[CH:19][CH:18]=[C:17]([Cl:21])[C:16]=1[CH2:22][CH:2]([C:3]([O:5][CH2:6][CH3:7])=[O:4])[C:1]([O:9][CH2:10][CH3:11])=[O:8]. (3) Given the reactants [CH3:1][C:2]([CH3:31])([CH3:30])[C:3]#[C:4][C:5]1[S:9][C:8]([C:10]([OH:12])=[O:11])=[C:7]([N:13]([C@H:23]2[CH2:28][CH2:27][C@H:26]([OH:29])[CH2:25][CH2:24]2)[C:14]([C@H:16]2[CH2:21][CH2:20][C@H:19]([CH3:22])[CH2:18][CH2:17]2)=[O:15])[CH:6]=1.F[C:33]1[CH:38]=[CH:37][CH:36]=[CH:35][N:34]=1.[H-].[Na+].C(OCC)(=O)C, predict the reaction product. The product is: [CH3:31][C:2]([CH3:30])([CH3:1])[C:3]#[C:4][C:5]1[S:9][C:8]([C:10]([OH:12])=[O:11])=[C:7]([N:13]([C:14]([C@H:16]2[CH2:21][CH2:20][C@H:19]([CH3:22])[CH2:18][CH2:17]2)=[O:15])[C@H:23]2[CH2:28][CH2:27][C@H:26]([O:29][C:33]3[CH:38]=[CH:37][CH:36]=[CH:35][N:34]=3)[CH2:25][CH2:24]2)[CH:6]=1. (4) Given the reactants [I:1][C:2]1[C:3]([O:9][CH3:10])=[N:4][CH:5]=[CH:6][C:7]=1[NH2:8].[Br:11]N1C(=O)CCC1=O.C(O)(=O)C, predict the reaction product. The product is: [Br:11][C:6]1[C:7]([NH2:8])=[C:2]([I:1])[C:3]([O:9][CH3:10])=[N:4][CH:5]=1. (5) The product is: [CH2:1]([O:8][C:9]1[CH:10]=[C:11]([S:15][C:16]2[CH:21]=[CH:20][C:19]([CH2:22][CH2:23][CH2:24][C:25]([C:26]([O:28][CH2:29][CH3:30])=[O:27])([CH3:31])[C:32]([OH:34])=[O:33])=[C:18]([Cl:37])[CH:17]=2)[CH:12]=[CH:13][CH:14]=1)[C:2]1[CH:3]=[CH:4][CH:5]=[CH:6][CH:7]=1. Given the reactants [CH2:1]([O:8][C:9]1[CH:10]=[C:11]([S:15][C:16]2[CH:21]=[CH:20][C:19]([CH2:22][CH2:23][CH2:24][C:25]([C:32]([O:34]CC)=[O:33])([CH3:31])[C:26]([O:28][CH2:29][CH3:30])=[O:27])=[C:18]([Cl:37])[CH:17]=2)[CH:12]=[CH:13][CH:14]=1)[C:2]1[CH:7]=[CH:6][CH:5]=[CH:4][CH:3]=1.[OH-].[K+].Cl.C(OCC)(=O)C, predict the reaction product. (6) Given the reactants O[CH:2]1[CH2:7][CH2:6][C:5]([CH3:13])([C:8]([O:10][CH2:11][CH3:12])=[O:9])[CH2:4][CH2:3]1.C1(P(C2C=CC=CC=2)C2C=CC=CC=2)C=CC=CC=1.[C:33]1(=[O:43])[NH:37][C:36](=[O:38])[C:35]2=[CH:39][CH:40]=[CH:41][CH:42]=[C:34]12.CC(OC(/N=N/C(OC(C)C)=O)=O)C, predict the reaction product. The product is: [O:38]=[C:36]1[C:35]2[C:34](=[CH:42][CH:41]=[CH:40][CH:39]=2)[C:33](=[O:43])[N:37]1[CH:2]1[CH2:7][CH2:6][C:5]([CH3:13])([C:8]([O:10][CH2:11][CH3:12])=[O:9])[CH2:4][CH2:3]1. (7) Given the reactants [Cl:1][C:2]1[CH:3]=[C:4](B2OC(C)(C)C(C)(C)O2)[CH:5]=[CH:6][C:7]=1[O:8][CH:9]([CH3:11])[CH3:10].[Br:21][C:22]1[CH:23]=[N:24][C:25](I)=[N:26][CH:27]=1.C([O-])([O-])=O.[Na+].[Na+], predict the reaction product. The product is: [Br:21][C:22]1[CH:23]=[N:24][C:25]([C:4]2[CH:5]=[CH:6][C:7]([O:8][CH:9]([CH3:10])[CH3:11])=[C:2]([Cl:1])[CH:3]=2)=[N:26][CH:27]=1.